This data is from Reaction yield outcomes from USPTO patents with 853,638 reactions. The task is: Predict the reaction yield, written as a fraction of the theoretical maximum amount of product (1.0 means a 100% yield; for example, 0.34 means a 34% yield). (1) The reactants are Br[C:2]1[CH:7]=[CH:6][C:5]([O:8][CH2:9][CH2:10][CH2:11][C:12]([F:15])([F:14])[F:13])=[CH:4][CH:3]=1.[C:16]([O:21][CH2:22][CH3:23])(=[O:20])/[CH:17]=[CH:18]/[CH3:19].C1(N(C)C2CCCCC2)CCCCC1. The catalyst is [Cl-].C([N+](CC)(CC)CC)C.C([O-])(=O)C.[Pd+2].C([O-])(=O)C.CC(N(C)C)=O. The product is [F:13][C:12]([F:15])([F:14])[CH2:11][CH2:10][CH2:9][O:8][C:5]1[CH:6]=[CH:7][C:2](/[C:18](/[CH3:19])=[CH:17]/[C:16]([O:21][CH2:22][CH3:23])=[O:20])=[CH:3][CH:4]=1. The yield is 0.490. (2) The product is [CH3:23][O:22][C:11]1[CH:10]=[C:9]([C:5]2[CH:4]=[C:3]([CH:8]=[CH:7][CH:6]=2)[CH:2]=[O:1])[C:18]2[C:17](=[O:19])[O:16][C:15]([CH3:21])([CH3:20])[O:14][C:13]=2[CH:12]=1. The catalyst is C(Cl)(Cl)Cl.[O-2].[Mn+4].[O-2]. The reactants are [OH:1][CH2:2][C:3]1[CH:4]=[C:5]([C:9]2[C:18]3[C:17](=[O:19])[O:16][C:15]([CH3:21])([CH3:20])[O:14][C:13]=3[CH:12]=[C:11]([O:22][CH3:23])[CH:10]=2)[CH:6]=[CH:7][CH:8]=1. The yield is 0.830. (3) The reactants are [Br:1][C:2]1[CH:3]=[C:4]([C:11]([O:13][CH3:14])=[O:12])[C:5]2[CH:6]=[CH:7][NH:8][C:9]=2[CH:10]=1.[CH:15]1(B(O)O)[CH2:17][CH2:16]1.C(=O)([O-])[O-].[Na+].[Na+].N1C=CC=CC=1C1C=CC=CN=1.[NH4+].[Cl-]. The catalyst is ClCCCl.C([O-])(=O)C.[Cu+2].C([O-])(=O)C.C(OCC)(=O)C.O. The product is [Br:1][C:2]1[CH:3]=[C:4]([C:11]([O:13][CH3:14])=[O:12])[C:5]2[CH:6]=[CH:7][N:8]([CH:15]3[CH2:17][CH2:16]3)[C:9]=2[CH:10]=1. The yield is 0.716. (4) The reactants are [CH3:1][Si](C=[N+]=[N-])(C)C.CO.[Si:10]([O:27][C@@H:28]([CH2:32][CH2:33][S:34][CH3:35])[C:29]([OH:31])=[O:30])([C:23]([CH3:26])([CH3:25])[CH3:24])([C:17]1[CH:22]=[CH:21][CH:20]=[CH:19][CH:18]=1)[C:11]1[CH:16]=[CH:15][CH:14]=[CH:13][CH:12]=1.C(O)(=O)C. The catalyst is C1(C)C=CC=CC=1. The product is [Si:10]([O:27][C@@H:28]([CH2:32][CH2:33][S:34][CH3:35])[C:29]([O:31][CH3:1])=[O:30])([C:23]([CH3:26])([CH3:25])[CH3:24])([C:17]1[CH:22]=[CH:21][CH:20]=[CH:19][CH:18]=1)[C:11]1[CH:12]=[CH:13][CH:14]=[CH:15][CH:16]=1. The yield is 0.724. (5) The reactants are [H-].[Na+].[I-].[CH3:4][S+](C)(C)=O.[CH3:9][O:10][C:11]1[CH:12]=[C:13]2[C:17](=[CH:18][CH:19]=1)[NH:16][C:15](=[O:20])/[C:14]/2=[CH:21]/[C:22]1[CH:30]=[C:29]2[C:25]([C:26]([C:39]3[CH:40]=[N:41][C:42]([N:45]4[CH2:50][CH2:49][O:48][CH2:47][CH2:46]4)=[CH:43][CH:44]=3)=[N:27][N:28]2[CH2:31][O:32][CH2:33][CH2:34][Si:35]([CH3:38])([CH3:37])[CH3:36])=[CH:24][CH:23]=1. The catalyst is CN(C=O)C. The product is [CH3:9][O:10][C:11]1[CH:12]=[C:13]2[C:17](=[CH:18][CH:19]=1)[NH:16][C:15](=[O:20])[C@:14]12[CH2:4][C@H:21]1[C:22]1[CH:30]=[C:29]2[C:25]([C:26]([C:39]3[CH:40]=[N:41][C:42]([N:45]4[CH2:46][CH2:47][O:48][CH2:49][CH2:50]4)=[CH:43][CH:44]=3)=[N:27][N:28]2[CH2:31][O:32][CH2:33][CH2:34][Si:35]([CH3:38])([CH3:36])[CH3:37])=[CH:24][CH:23]=1. The yield is 0.440. (6) The reactants are [CH2:1]([O:3][C:4](=[O:19])[CH2:5][C:6]1[NH:11][C:10]2[CH:12]=[CH:13][C:14]([N+:16]([O-])=O)=[CH:15][C:9]=2[S:8][CH:7]=1)[CH3:2].[Sn](Cl)Cl.Cl. The catalyst is C(O)C. The product is [CH2:1]([O:3][C:4](=[O:19])[CH2:5][C:6]1[NH:11][C:10]2[CH:12]=[CH:13][C:14]([NH2:16])=[CH:15][C:9]=2[S:8][CH:7]=1)[CH3:2]. The yield is 0.460.